Dataset: Catalyst prediction with 721,799 reactions and 888 catalyst types from USPTO. Task: Predict which catalyst facilitates the given reaction. (1) Reactant: [CH3:1][N:2]([CH:10]1[CH2:15][CH2:14][N:13]([CH2:16][C:17]2[CH:22]=[CH:21][N:20]=[C:19]([N:23]3[CH2:27][CH2:26][CH2:25][CH2:24]3)[CH:18]=2)[CH2:12][CH2:11]1)C(=O)OC(C)(C)C.C([Cl:31])(=O)C. Product: [ClH:31].[CH3:1][NH:2][CH:10]1[CH2:15][CH2:14][N:13]([CH2:16][C:17]2[CH:22]=[CH:21][N:20]=[C:19]([N:23]3[CH2:27][CH2:26][CH2:25][CH2:24]3)[CH:18]=2)[CH2:12][CH2:11]1. The catalyst class is: 8. (2) Reactant: [CH:1]1([CH:4]([N:8]2[CH:12]=[C:11]([C:13]3[N:18]4[CH:19]=[CH:20][N:21]=[C:17]4[CH:16]=[C:15]([C:22]4[CH:23]=[N:24][N:25]([CH3:27])[CH:26]=4)[N:14]=3)[CH:10]=[N:9]2)[CH2:5][C:6]#[N:7])[CH2:3][CH2:2]1.[B-](F)(F)(F)[F:29].[B-](F)(F)(F)F.C1[N+]2(CCl)CC[N+](F)(CC2)C1.C(O)(=O)C. Product: [CH:1]1([CH:4]([N:8]2[CH:12]=[C:11]([C:13]3[N:18]4[C:19]([F:29])=[CH:20][N:21]=[C:17]4[CH:16]=[C:15]([C:22]4[CH:23]=[N:24][N:25]([CH3:27])[CH:26]=4)[N:14]=3)[CH:10]=[N:9]2)[CH2:5][C:6]#[N:7])[CH2:3][CH2:2]1. The catalyst class is: 23.